Task: Predict the product of the given reaction.. Dataset: Forward reaction prediction with 1.9M reactions from USPTO patents (1976-2016) Given the reactants P(Cl)(Cl)(Cl)(Cl)Cl.S[C:8]1[O:9][C:10]2[CH:20]=[CH:19][C:18]3[C:13](=[CH:14][CH:15]=[CH:16][CH:17]=3)[C:11]=2[N:12]=1.[CH3:21][N:22]1[CH2:27][CH2:26][NH:25][CH2:24][CH2:23]1, predict the reaction product. The product is: [CH3:21][N:22]1[CH2:27][CH2:26][N:25]([C:8]2[O:9][C:10]3[CH:20]=[CH:19][C:18]4[C:13](=[CH:14][CH:15]=[CH:16][CH:17]=4)[C:11]=3[N:12]=2)[CH2:24][CH2:23]1.